From a dataset of Forward reaction prediction with 1.9M reactions from USPTO patents (1976-2016). Predict the product of the given reaction. Given the reactants [NH2:1][CH2:2][CH2:3][NH:4][C:5](=[O:11])[O:6][C:7]([CH3:10])([CH3:9])[CH3:8].[Br:12][C:13]1[C:20]([F:21])=[CH:19][C:16]([CH:17]=O)=[C:15]([F:22])[CH:14]=1.C(O)(=O)C.[Na].C(=O)([O-])O.[Na+].[C:33](Cl)(=[O:42])[O:34][CH2:35][C:36]1[CH:41]=[CH:40][CH:39]=[CH:38][CH:37]=1, predict the reaction product. The product is: [Br:12][C:13]1[C:20]([F:21])=[CH:19][C:16]([CH2:17][N:1]([CH2:2][CH2:3][NH:4][C:5]([O:6][C:7]([CH3:8])([CH3:10])[CH3:9])=[O:11])[C:33](=[O:42])[O:34][CH2:35][C:36]2[CH:41]=[CH:40][CH:39]=[CH:38][CH:37]=2)=[C:15]([F:22])[CH:14]=1.